This data is from Full USPTO retrosynthesis dataset with 1.9M reactions from patents (1976-2016). The task is: Predict the reactants needed to synthesize the given product. (1) Given the product [CH3:1][O:2][C:3]([C:5]1[C:10]([C:11](=[O:13])[CH3:12])=[C:9]([NH2:16])[N:8]=[C:7]([C:17]2[CH:22]=[CH:21][C:20]([Cl:23])=[C:19]([O:24][CH3:25])[C:18]=2[F:26])[N:6]=1)=[O:4], predict the reactants needed to synthesize it. The reactants are: [CH3:1][O:2][C:3]([C:5]1[C:10]([C:11]([O:13]CC)=[CH2:12])=[C:9]([NH2:16])[N:8]=[C:7]([C:17]2[CH:22]=[CH:21][C:20]([Cl:23])=[C:19]([O:24][CH3:25])[C:18]=2[F:26])[N:6]=1)=[O:4].Cl. (2) Given the product [Cl:1][C:2]1[CH:7]=[CH:6][C:5]([S:8]([N:11]2[C:20]3[C:15](=[CH:16][CH:17]=[CH:18][CH:19]=3)[CH2:14][CH2:13][CH2:12]2)(=[O:9])=[O:10])=[CH:4][C:3]=1[N:21]1[C:26](=[O:27])[C:25]2=[C:28]([C:31]([NH:38][CH3:36])=[O:32])[S:29][CH:30]=[C:24]2[NH:23][C:22]1=[O:34], predict the reactants needed to synthesize it. The reactants are: [Cl:1][C:2]1[CH:7]=[CH:6][C:5]([S:8]([N:11]2[C:20]3[C:15](=[CH:16][CH:17]=[CH:18][CH:19]=3)[CH2:14][CH2:13][CH2:12]2)(=[O:10])=[O:9])=[CH:4][C:3]=1[N:21]1[C:26](=[O:27])[C:25]2=[C:28]([C:31](O)=[O:32])[S:29][CH:30]=[C:24]2[NH:23][C:22]1=[O:34].Cl.[CH2:36]([N:38]=C=NCCCN(C)C)C.ON1C2C=CC=CC=2N=N1.C(N(C(C)C)CC)(C)C.CN. (3) Given the product [F:1][C:2]([F:27])([F:26])[C:3]1[CH:4]=[C:5]([O:35][CH3:33])[CH:6]=[C:7]2[C:11]=1[C:10](=[O:12])[N:9]([CH2:13][C:14]1[CH:19]=[CH:18][C:17]([O:20][C:21]([F:24])([F:23])[F:22])=[CH:16][CH:15]=1)[CH2:8]2, predict the reactants needed to synthesize it. The reactants are: [F:1][C:2]([F:27])([F:26])[C:3]1[CH:4]=[C:5](Br)[CH:6]=[C:7]2[C:11]=1[C:10](=[O:12])[N:9]([CH2:13][C:14]1[CH:19]=[CH:18][C:17]([O:20][C:21]([F:24])([F:23])[F:22])=[CH:16][CH:15]=1)[CH2:8]2.C[O-].[Na+].CO.[C:33](OCC)(=[O:35])C.